This data is from Catalyst prediction with 721,799 reactions and 888 catalyst types from USPTO. The task is: Predict which catalyst facilitates the given reaction. (1) Reactant: [C:1]([O:5][CH2:6][CH2:7][CH2:8][CH3:9])(=[O:4])[CH:2]=[CH2:3].[C:10]([O:14][CH2:15][CH:16]([CH2:21][CH3:22])[CH2:17][CH2:18][CH2:19][CH3:20])(=[O:13])[CH:11]=[CH2:12].C(S)CCCCCCCCCCC.C(OOC(=O)C1C=CC=CC=1)(=O)C1C=CC=CC=1. Product: [C:1]([O:5][CH2:6][CH2:7][CH2:8][CH3:9])(=[O:4])[CH:2]=[CH2:3].[C:10]([O:14][CH2:15][CH:16]([CH2:21][CH3:22])[CH2:17][CH2:18][CH2:19][CH3:20])(=[O:13])[CH:11]=[CH2:12]. The catalyst class is: 11. (2) Reactant: ClN1C(=O)CCC1=O.[CH2:9]([C:11]1[CH:19]=[C:14]2[CH:15]=[CH:16][CH:17]=[CH:18][N:13]2[N:12]=1)[CH3:10].[I-:20].[Na+]. Product: [CH2:9]([C:11]1[C:19]([I:20])=[C:14]2[CH:15]=[CH:16][CH:17]=[CH:18][N:13]2[N:12]=1)[CH3:10]. The catalyst class is: 84. (3) Reactant: [NH2:1][CH2:2][C@@H:3]([CH3:31])[O:4][C:5]1[CH:14]=[CH:13][CH:12]=[C:11]2[C:6]=1[C:7]([NH:15][C:16]1[CH:21]=[CH:20][C:19]([O:22][CH2:23][C:24]3[CH:29]=[CH:28][CH:27]=[CH:26][N:25]=3)=[C:18]([Cl:30])[CH:17]=1)=[N:8][CH:9]=[N:10]2.CCN(C(C)C)C(C)C.[C:41]([O:45][C:46]([N:48]([CH2:50][C:51](O)=[O:52])[CH3:49])=[O:47])([CH3:44])([CH3:43])[CH3:42].CN(C(ON1N=NC2C=CC=NC1=2)=[N+](C)C)C.F[P-](F)(F)(F)(F)F. The catalyst class is: 2. Product: [C:41]([O:45][C:46](=[O:47])[N:48]([CH2:50][C:51](=[O:52])[NH:1][CH2:2][C@H:3]([O:4][C:5]1[CH:14]=[CH:13][CH:12]=[C:11]2[C:6]=1[C:7]([NH:15][C:16]1[CH:21]=[CH:20][C:19]([O:22][CH2:23][C:24]3[CH:29]=[CH:28][CH:27]=[CH:26][N:25]=3)=[C:18]([Cl:30])[CH:17]=1)=[N:8][CH:9]=[N:10]2)[CH3:31])[CH3:49])([CH3:44])([CH3:42])[CH3:43].